Task: Predict hERG channel inhibition at various concentrations.. Dataset: hERG Central: cardiac toxicity at 1µM, 10µM, and general inhibition (1) The molecule is COc1ccc(/C=N/NC(=O)c2cc(OC)c(OC)c(OC)c2)cc1CN1CCc2cc(OC)c(OC)cc2C1C. Results: hERG_inhib (hERG inhibition (general)): blocker. (2) The molecule is OCCCc1nc2ccccc2n1CCCCOc1ccccc1. Results: hERG_inhib (hERG inhibition (general)): blocker. (3) The drug is Cl.OCCNCc1cc(Br)ccc1OCc1ccccc1Cl. Results: hERG_inhib (hERG inhibition (general)): blocker. (4) The molecule is CCOC(=O)c1c(CNCCN(CC)CC)n(C)c2cc(Br)c(OC)cc12.Cl. Results: hERG_inhib (hERG inhibition (general)): blocker. (5) The molecule is CCOC(=O)N1CCC(N2Cc3cccc(C(=O)N4CCN(C5CCCCC5)CC4)c3C2=O)CC1. Results: hERG_inhib (hERG inhibition (general)): blocker. (6) The molecule is Cc1[nH]n(-c2ccccc2)c(=O)c1C=NCc1ccncc1. Results: hERG_inhib (hERG inhibition (general)): blocker. (7) The molecule is COc1cc(NS(C)(=O)=O)ccc1Nc1c2ccccc2nc2ccccc12.Cl. Results: hERG_inhib (hERG inhibition (general)): blocker.